From a dataset of Peptide-MHC class I binding affinity with 185,985 pairs from IEDB/IMGT. Regression. Given a peptide amino acid sequence and an MHC pseudo amino acid sequence, predict their binding affinity value. This is MHC class I binding data. (1) The peptide sequence is PSEVELEEY. The MHC is HLA-A02:01 with pseudo-sequence HLA-A02:01. The binding affinity (normalized) is 0.0847. (2) The peptide sequence is YTGDFESVI. The MHC is Patr-B0101 with pseudo-sequence Patr-B0101. The binding affinity (normalized) is 0.714. (3) The peptide sequence is YAHINALEY. The MHC is H-2-Db with pseudo-sequence H-2-Db. The binding affinity (normalized) is 0.270. (4) The peptide sequence is EMCEDTVTY. The MHC is HLA-B15:01 with pseudo-sequence HLA-B15:01. The binding affinity (normalized) is 0.691. (5) The MHC is HLA-B83:01 with pseudo-sequence HLA-B83:01. The peptide sequence is YTGAMTSKF. The binding affinity (normalized) is 0.213. (6) The peptide sequence is GLIVLPFYK. The MHC is HLA-A68:02 with pseudo-sequence HLA-A68:02. The binding affinity (normalized) is 0.0847.